From a dataset of Reaction yield outcomes from USPTO patents with 853,638 reactions. Predict the reaction yield, written as a fraction of the theoretical maximum amount of product (1.0 means a 100% yield; for example, 0.34 means a 34% yield). The reactants are [N+](C1C=CC(S([NH:13][C:14]2[CH:15]=[C:16]([CH:21]=[CH:22][C:23]=2[NH:24][S:25]([C:28]2[CH:33]=[CH:32][C:31]([N+]([O-])=O)=[CH:30][CH:29]=2)(=[O:27])=[O:26])[C:17]([O:19][CH3:20])=[O:18])(=O)=O)=CC=1)([O-])=O.NC1C=C(C=CC=1N)[C:41](OC)=[O:42].[CH3:49][O:50][C:51]1[CH:56]=[CH:55][C:54]([S:57](Cl)(=[O:59])=[O:58])=[CH:53][CH:52]=1. No catalyst specified. The product is [CH3:49][O:50][C:51]1[CH:56]=[CH:55][C:54]([S:57]([NH:13][C:14]2[CH:15]=[C:16]([CH:21]=[CH:22][C:23]=2[NH:24][S:25]([C:28]2[CH:29]=[CH:30][C:31]([O:42][CH3:41])=[CH:32][CH:33]=2)(=[O:26])=[O:27])[C:17]([O:19][CH3:20])=[O:18])(=[O:59])=[O:58])=[CH:53][CH:52]=1. The yield is 0.609.